This data is from Drug-target binding data from BindingDB using IC50 measurements. The task is: Regression. Given a target protein amino acid sequence and a drug SMILES string, predict the binding affinity score between them. We predict pIC50 (pIC50 = -log10(IC50 in M); higher means more potent). Dataset: bindingdb_ic50. (1) The compound is COC(=O)CC1N=C(c2ccc(Cl)cc2)c2c(sc(C(=O)NCCOCCOCCOCCOCCNC(=O)Cn3c(=O)n([C@H](C)c4ccccn4)c4c5cc(OC)c(-c6c(C)noc6C)cc5ncc43)c2C)-n2c(C)nnc21. The pIC50 is 7.7. The target protein sequence is NTKKNGRLTNQLQYLQKVVLKDLWKHSFSWPFQRPVDAVKLQLPDYYTIIKNPMDLNTIKKRLENKYYAKASECIEDFNTMFSNCYLYNKPGDDIVLMAQALEKLFMQKLSQMPQEE. (2) The compound is CN[C@H](C)C(=O)Nc1cc(-c2c(C)nc(C)c3c(=O)n(C)n(C)c23)cc(C#Cc2ccc3c(C)nccc3c2)n1. The target protein sequence is TLRFSISNLSMQTHAARMRTFMYWPSSVPVQPEQLASAGFYYVGRNDDVKCFCCDGGLRCWESGDDPWVEHAKWFPRCEFLIRMKGQEFVDEIQGRYPHLLEQLLSTS. The pIC50 is 9.0. (3) The drug is O=c1cc(-c2ccccc2)nc2ccccn12. The target protein (P07943) has sequence MASHLELNNGTKMPTLGLGTWKSPPGQVTEAVKVAIDMGYRHIDCAQVYQNEKEVGVALQEKLKEQVVKRQDLFIVSKLWCTFHDQSMVKGACQKTLSDLQLDYLDLYLIHWPTGFKPGPDYFPLDASGNVIPSDTDFVDTWTAMEQLVDEGLVKAIGVSNFNPLQIERILNKPGLKYKPAVNQIECHPYLTQEKLIEYCHCKGIVVTAYSPLGSPDRPWAKPEDPSLLEDPRIKEIAAKYNKTTAQVLIRFPIQRNLVVIPKSVTPARIAENFKVFDFELSNEDMATLLSYNRNWRVCALMSCAKHKDYPFHAEV. The pIC50 is 5.0. (4) The compound is COc1ccc2c(c1)c(CC(=O)O)c(C)n2C(=O)c1ccc(Cl)cc1. The target is PDASQDDGPAVERPSTEL. The pIC50 is 6.6. (5) The compound is CCN1C(=O)CN(CCNC(=O)c2cc3c(C)nn(C4CCCCC4)c3s2)C1=O. The pIC50 is 4.8. The target protein sequence is MTAKNSPKEFTASESEVCIKTFKEQMRLELELPKLPGNRPTSPKISPRSSPRNSPCFFRKLLVNKSIRQRRRFTVAHTCFDVENGPSPGRSPLDPQAGSSSGLVLHAAFPGHSQRRESFLYRSDSDYDLSPKAMSRNSSLPSEQHGDDLIVTPFAQVLASLRSVRNNFTLLTNLHGAPNKRSPAASQAPVSRVSLQEESYQKLAMETLEELDWCLDQLETIQTYRSVSEMASNKFKRMLNRELTHLSEMSRSGNQVSEYISNTFLDKQNDVEIPSPTQKDREKKKKQQLMTQISGVKKLMHSSSLNNTSISRFGVNTENEDHLAKELEDLNKWGLNIFNVAGYSHNRPLTCIMYAIFQERDLLKTFKISSDTFVTYMMTLEDHYHSDVAYHNSLHAADVAQSTHVLLSTPALDAVFTDLEILAAIFAAAIHDVDHPGVSNQFLINTNSELALMYNDESVLENHHLAVGFKLLQEEHCDIFQNLTKKQRQTLRKMVIDMVL.... (6) The small molecule is c1ccc(C2CC(c3ccco3)=Nc3ccccc3S2)cc1. The target protein (P59071) has sequence SLLEFGKMILEETGKLAIPSYSSYGCYCGWGGKGTPKDATDRCCFVHDCCYGNLPDCNPKSDRYKYKRVNGAIVCEKGTSCENRICECDKAAAICFRQNLNTYSKKYMLYPDFLCKGELKC. The pIC50 is 4.9.